Dataset: Reaction yield outcomes from USPTO patents with 853,638 reactions. Task: Predict the reaction yield, written as a fraction of the theoretical maximum amount of product (1.0 means a 100% yield; for example, 0.34 means a 34% yield). The yield is 0.610. The catalyst is CN(C1C=CN=CC=1)C.CN(C=O)C. The reactants are [C:1]1([S:11]([NH2:14])(=[O:13])=[O:12])[C:2]([S:7]([NH2:10])(=[O:9])=[O:8])=[CH:3][CH:4]=[CH:5][CH:6]=1.[C:15]1([C:21]2[O:22][C:23]3[CH:29]=[C:28]([C:30](O)=[O:31])[CH:27]=[CH:26][C:24]=3[CH:25]=2)[CH:20]=[CH:19][CH:18]=[CH:17][CH:16]=1.C(Cl)CCl. The product is [C:15]1([C:21]2[O:22][C:23]3[CH:29]=[C:28]([C:30]([NH:10][S:7]([C:2]4[CH:3]=[CH:4][CH:5]=[CH:6][C:1]=4[S:11](=[O:13])(=[O:12])[NH2:14])(=[O:9])=[O:8])=[O:31])[CH:27]=[CH:26][C:24]=3[CH:25]=2)[CH:20]=[CH:19][CH:18]=[CH:17][CH:16]=1.